From a dataset of Acute oral toxicity (LD50) regression data from Zhu et al.. Regression/Classification. Given a drug SMILES string, predict its toxicity properties. Task type varies by dataset: regression for continuous values (e.g., LD50, hERG inhibition percentage) or binary classification for toxic/non-toxic outcomes (e.g., AMES mutagenicity, cardiotoxicity, hepatotoxicity). Dataset: ld50_zhu. (1) The compound is O=[N+]([O-])c1cc(Cl)cc(-c2cc(Cl)cc([N+](=O)[O-])c2O)c1O. The rat oral LD50 is 4.54, given as -log10 of the dose in mol/kg body weight (higher means more acutely toxic). (2) The drug is OCCS. The rat oral LD50 is 2.50, given as -log10 of the dose in mol/kg body weight (higher means more acutely toxic). (3) The molecule is COc1ccc([N+](=O)[O-])cc1Cl. The rat oral LD50 is 2.20, given as -log10 of the dose in mol/kg body weight (higher means more acutely toxic).